From a dataset of Forward reaction prediction with 1.9M reactions from USPTO patents (1976-2016). Predict the product of the given reaction. (1) Given the reactants Cl[C:2]1[C:11]2[C:6](=[CH:7][C:8]([O:12][CH3:13])=[CH:9][CH:10]=2)[CH:5]=[C:4]([NH:14][C:15]2[CH:19]=[C:18]([CH3:20])[NH:17][N:16]=2)[N:3]=1.[N:21]1[CH:26]=[CH:25][CH:24]=[CH:23][C:22]=1[NH2:27], predict the reaction product. The product is: [CH3:13][O:12][C:8]1[CH:7]=[C:6]2[C:11](=[CH:10][CH:9]=1)[C:2]([NH:27][C:22]1[CH:23]=[CH:24][CH:25]=[CH:26][N:21]=1)=[N:3][C:4]([NH:14][C:15]1[CH:19]=[C:18]([CH3:20])[NH:17][N:16]=1)=[CH:5]2. (2) Given the reactants [C:1]([O:5][C:6](=[O:28])[CH2:7][CH2:8][CH2:9][O:10][C:11](=[O:27])[C@H:12]([CH:24]([CH3:26])[CH3:25])[NH:13][C:14]([O:16][CH2:17][C:18]1[CH:23]=[CH:22][CH:21]=[CH:20][CH:19]=1)=[O:15])(C)(C)C.FC(F)(F)C(O)=O.[OH-].C([N+](CCCC)(CCCC)CCCC)CCC.[Cl:54]CI, predict the reaction product. The product is: [Cl:54][CH2:1][O:5][C:6](=[O:28])[CH2:7][CH2:8][CH2:9][O:10][C:11](=[O:27])[C@H:12]([CH:24]([CH3:26])[CH3:25])[NH:13][C:14]([O:16][CH2:17][C:18]1[CH:23]=[CH:22][CH:21]=[CH:20][CH:19]=1)=[O:15]. (3) Given the reactants [NH2:1][C:2]1[C:7]([C:8]([NH:10][C:11]2[CH:16]=[C:15]([O:17]C)[CH:14]=[C:13]([F:19])[CH:12]=2)=[O:9])=[C:6](Cl)[N:5]=[CH:4][N:3]=1.B(Br)(Br)[Br:22], predict the reaction product. The product is: [NH2:1][C:2]1[C:7]([C:8]([NH:10][C:11]2[CH:16]=[C:15]([OH:17])[CH:14]=[C:13]([F:19])[CH:12]=2)=[O:9])=[C:6]([Br:22])[N:5]=[CH:4][N:3]=1. (4) Given the reactants C(O[C:4](=[O:14])[C:5]1[C:10]([OH:11])=[CH:9][CH:8]=[CH:7][C:6]=1[CH2:12]Br)C.[C:15]([C:19]1[CH:25]=[CH:24][C:22]([NH2:23])=[CH:21][CH:20]=1)([CH3:18])([CH3:17])[CH3:16], predict the reaction product. The product is: [C:15]([C:19]1[CH:20]=[CH:21][C:22]([N:23]2[CH2:12][C:6]3[C:5](=[C:10]([OH:11])[CH:9]=[CH:8][CH:7]=3)[C:4]2=[O:14])=[CH:24][CH:25]=1)([CH3:18])([CH3:16])[CH3:17]. (5) Given the reactants [NH:1]1[C:9]2[CH:8]=[CH:7][N:6]=[CH:5][C:4]=2[CH:3]=[CH:2]1.[C:10]1([CH3:22])[CH:15]=[C:14]([CH3:16])[CH:13]=[C:12]([CH3:17])[C:11]=1[S:18](Cl)(=[O:20])=[O:19].[H-].[Na+], predict the reaction product. The product is: [CH3:22][C:10]1[CH:15]=[C:14]([CH3:16])[CH:13]=[C:12]([CH3:17])[C:11]=1[S:18]([N:1]1[C:9]2[CH:8]=[CH:7][N:6]=[CH:5][C:4]=2[CH:3]=[CH:2]1)(=[O:19])=[O:20]. (6) Given the reactants C(O[C:9]([NH:11][CH2:12][CH2:13][CH2:14][C@@H:15]([C:24]([OH:26])=O)[NH:16]C(OC(C)(C)C)=O)=O)C1C=CC=CC=1.[CH:27]1([S:33]([Cl:36])(=[O:35])=[O:34])[CH2:32][CH2:31][CH2:30][CH2:29][CH2:28]1.[NH:37]1[CH2:41][CH2:40][CH2:39][CH2:38]1, predict the reaction product. The product is: [ClH:36].[NH2:16][C@H:15]([C:24](=[O:26])[N:37]1[CH2:41][CH2:40][CH2:39][CH2:38]1)[CH2:14][CH2:13][CH2:12][N:11]([CH3:9])[S:33]([CH:27]1[CH2:32][CH2:31][CH2:30][CH2:29][CH2:28]1)(=[O:35])=[O:34]. (7) Given the reactants [F:1][C:2]1[CH:3]=[C:4]2[C:9](=[CH:10][CH:11]=1)[N:8]=[C:7]([CH2:12][O:13][C:14]1[CH:19]=[CH:18][C:17]([CH:20]([OH:22])[CH3:21])=[C:16]([C:23]3([C:28]4[CH:33]=[CH:32][CH:31]=[CH:30][CH:29]=4)[CH2:26][CH:25]([CH3:27])[CH2:24]3)[CH:15]=1)[CH:6]=[CH:5]2, predict the reaction product. The product is: [F:1][C:2]1[CH:3]=[C:4]2[C:9](=[CH:10][CH:11]=1)[N:8]=[C:7]([CH2:12][O:13][C:14]1[CH:19]=[CH:18][C:17]([C:20](=[O:22])[CH3:21])=[C:16]([C:23]3([C:28]4[CH:29]=[CH:30][CH:31]=[CH:32][CH:33]=4)[CH2:24][CH:25]([CH3:27])[CH2:26]3)[CH:15]=1)[CH:6]=[CH:5]2. (8) Given the reactants Cl.[C:2]([NH:6][OH:7])([CH3:5])([CH3:4])[CH3:3].[CH3:8][N:9]1[CH2:14][CH2:13][N:12]([S:15]([C:18]2[CH:25]=[CH:24][C:21]([CH:22]=O)=[CH:20][CH:19]=2)(=[O:17])=[O:16])[CH2:11][CH2:10]1, predict the reaction product. The product is: [C:2]([N+:6]([O-:7])=[CH:22][C:21]1[CH:24]=[CH:25][C:18]([S:15]([N:12]2[CH2:11][CH2:10][N:9]([CH3:8])[CH2:14][CH2:13]2)(=[O:17])=[O:16])=[CH:19][CH:20]=1)([CH3:5])([CH3:4])[CH3:3].